From a dataset of Forward reaction prediction with 1.9M reactions from USPTO patents (1976-2016). Predict the product of the given reaction. (1) Given the reactants [NH2:1][CH2:2][CH2:3][CH:4]1[CH2:9][S:8][CH2:7][CH2:6][N:5]1[C:10]([O:12][C:13]([CH3:16])([CH3:15])[CH3:14])=[O:11].C(Cl)CCl.C1C=C2C(N(O)N=NC2=CC=1)=O.[S:33]1[C:37]2[CH:38]=[CH:39][CH:40]=[CH:41][C:36]=2[CH:35]=[C:34]1[C:42]([NH:44][C@H:45]([C:50](O)=[O:51])[CH2:46][CH:47]([CH3:49])[CH3:48])=[O:43].CN1CCOCC1, predict the reaction product. The product is: [S:33]1[C:37]2[CH:38]=[CH:39][CH:40]=[CH:41][C:36]=2[CH:35]=[C:34]1[C:42]([NH:44][C@H:45]([C:50]([NH:1][CH2:2][CH2:3][CH:4]1[CH2:9][S:8][CH2:7][CH2:6][N:5]1[C:10]([O:12][C:13]([CH3:16])([CH3:15])[CH3:14])=[O:11])=[O:51])[CH2:46][CH:47]([CH3:48])[CH3:49])=[O:43]. (2) The product is: [CH2:3]([NH:5][CH:6]([CH2:41][CH3:42])[CH2:7][CH2:8][O:9][C:10]1[CH:15]=[CH:14][C:13]([C:16]2[CH:21]=[CH:20][C:19]([C:22]([OH:24])=[O:23])=[CH:18][CH:17]=2)=[CH:12][C:11]=1[C:27]1[CH:36]=[CH:35][C:34]2[C:33]([CH3:38])([CH3:37])[CH2:32][CH2:31][C:30]([CH3:40])([CH3:39])[C:29]=2[CH:28]=1)[CH3:4]. Given the reactants [OH-].[Na+].[CH2:3]([NH:5][CH:6]([CH2:41][CH3:42])[CH2:7][CH2:8][O:9][C:10]1[CH:15]=[CH:14][C:13]([C:16]2[CH:21]=[CH:20][C:19]([C:22]([O:24]CC)=[O:23])=[CH:18][CH:17]=2)=[CH:12][C:11]=1[C:27]1[CH:36]=[CH:35][C:34]2[C:33]([CH3:38])([CH3:37])[CH2:32][CH2:31][C:30]([CH3:40])([CH3:39])[C:29]=2[CH:28]=1)[CH3:4], predict the reaction product.